This data is from Catalyst prediction with 721,799 reactions and 888 catalyst types from USPTO. The task is: Predict which catalyst facilitates the given reaction. (1) Reactant: [CH3:1][O-:2].[Na+].[Br:4][C:5]1[CH:10]=[C:9](Br)[CH:8]=[C:7]([Br:12])[CH:6]=1. Product: [Br:4][C:5]1[CH:10]=[C:9]([O:2][CH3:1])[CH:8]=[C:7]([Br:12])[CH:6]=1. The catalyst class is: 3. (2) Reactant: [CH2:1]([N:3]([CH2:24][CH3:25])[C:4]([CH:6]1[C:18]2[C:17]3[C:12](=[CH:13][CH:14]=[CH:15][CH:16]=3)[NH:11][C:10]=2[C:9]2[CH:19]=[CH:20][CH:21]=[C:22]([F:23])[C:8]=2[S:7]1)=[O:5])[CH3:2].S(C1C=CC(C)=CC=1)(O[CH2:30][CH2:31][F:32])(=O)=O.[H-].[Na+]. Product: [CH2:24]([N:3]([CH2:1][CH3:2])[C:4]([CH:6]1[C:18]2[C:17]3[C:12](=[CH:13][CH:14]=[CH:15][CH:16]=3)[N:11]([CH2:30][CH2:31][F:32])[C:10]=2[C:9]2[CH:19]=[CH:20][CH:21]=[C:22]([F:23])[C:8]=2[S:7]1)=[O:5])[CH3:25]. The catalyst class is: 3. (3) Reactant: FC1C=CC(S)=CC=1.[H-].[Na+].[OH:11][C:12]([CH3:26])([CH2:17][S:18][C:19]1[CH:24]=[CH:23][C:22]([F:25])=[CH:21][CH:20]=1)[C:13]([O:15]C)=[O:14].[OH-].[K+]. Product: [OH:11][C:12]([CH3:26])([CH2:17][S:18][C:19]1[CH:24]=[CH:23][C:22]([F:25])=[CH:21][CH:20]=1)[C:13]([OH:15])=[O:14]. The catalyst class is: 8. (4) Reactant: C[O:2][C:3](=[O:14])[CH:4]([C:7]1[CH:12]=[CH:11][C:10]([Cl:13])=[CH:9][CH:8]=1)[CH2:5][OH:6].O.[OH-].[Li+].Cl. Product: [Cl:13][C:10]1[CH:9]=[CH:8][C:7]([CH:4]([CH2:5][OH:6])[C:3]([OH:14])=[O:2])=[CH:12][CH:11]=1. The catalyst class is: 20. (5) Reactant: C([O:4][C:5]1[CH:6]=[C:7]2[C:12](=[CH:13][C:14]=1[O:15][CH3:16])[N:11]=[C:10]([C:17]1[CH:22]=[CH:21][CH:20]=[C:19]([NH:23][C:24](=[O:31])[C:25]3[CH:30]=[CH:29][CH:28]=[N:27][CH:26]=3)[CH:18]=1)[N:9]=[C:8]2[NH:32][C:33]1[CH:34]=[C:35]2[C:39](=[CH:40][CH:41]=1)[N:38]([C:42]([O:44][C:45]([CH3:48])([CH3:47])[CH3:46])=[O:43])[N:37]=[CH:36]2)(=O)C.[NH4+].[OH-]. Product: [OH:4][C:5]1[CH:6]=[C:7]2[C:12](=[CH:13][C:14]=1[O:15][CH3:16])[N:11]=[C:10]([C:17]1[CH:22]=[CH:21][CH:20]=[C:19]([NH:23][C:24](=[O:31])[C:25]3[CH:30]=[CH:29][CH:28]=[N:27][CH:26]=3)[CH:18]=1)[N:9]=[C:8]2[NH:32][C:33]1[CH:34]=[C:35]2[C:39](=[CH:40][CH:41]=1)[N:38]([C:42]([O:44][C:45]([CH3:48])([CH3:47])[CH3:46])=[O:43])[N:37]=[CH:36]2. The catalyst class is: 5. (6) Reactant: [CH3:1][O:2][C:3]1[CH:19]=[CH:18][CH:17]=[CH:16][C:4]=1[CH2:5][N:6]1[C:11]([CH3:12])=[CH:10][C:9]([OH:13])=[C:8]([Cl:14])[C:7]1=[O:15].Cl[CH2:21][C:22]1[CH:39]=[CH:38][CH:37]=[CH:36][C:23]=1[CH2:24][N:25]1[C:29](=[O:30])[C:28]2=[CH:31][CH:32]=[CH:33][CH:34]=[C:27]2[C:26]1=[O:35].C(=O)([O-])[O-].[K+].[K+]. Product: [CH3:1][O:2][C:3]1[CH:19]=[CH:18][CH:17]=[CH:16][C:4]=1[CH2:5][N:6]1[C:11]([CH3:12])=[CH:10][C:9]([O:13][CH2:21][C:22]2[CH:39]=[CH:38][CH:37]=[CH:36][C:23]=2[CH2:24][N:25]2[C:29](=[O:30])[C:28]3[C:27](=[CH:34][CH:33]=[CH:32][CH:31]=3)[C:26]2=[O:35])=[C:8]([Cl:14])[C:7]1=[O:15]. The catalyst class is: 3.